Dataset: Full USPTO retrosynthesis dataset with 1.9M reactions from patents (1976-2016). Task: Predict the reactants needed to synthesize the given product. (1) Given the product [CH3:1][O:2][C:3]([C:5]1[C:6]([OH:30])=[C:7]2[C:12](=[C:13]([C:37]3[CH:36]=[N:35][C:34]([O:33][CH2:31][CH3:32])=[N:39][CH:38]=3)[N:14]=1)[N:11]([CH2:16][C:17]1[CH:22]=[CH:21][CH:20]=[CH:19][CH:18]=1)[C:10](=[O:23])[C:9]([C:24]1[CH:29]=[CH:28][CH:27]=[CH:26][CH:25]=1)=[CH:8]2)=[O:4], predict the reactants needed to synthesize it. The reactants are: [CH3:1][O:2][C:3]([C:5]1[C:6]([OH:30])=[C:7]2[C:12](=[C:13](Br)[N:14]=1)[N:11]([CH2:16][C:17]1[CH:22]=[CH:21][CH:20]=[CH:19][CH:18]=1)[C:10](=[O:23])[C:9]([C:24]1[CH:29]=[CH:28][CH:27]=[CH:26][CH:25]=1)=[CH:8]2)=[O:4].[CH2:31]([O:33][C:34]1[N:39]=[CH:38][C:37]([Sn](CCCC)(CCCC)CCCC)=[CH:36][N:35]=1)[CH3:32].CCOC(C)=O.Cl. (2) Given the product [F:7][C:8]1[C:13]([F:14])=[C:12]([O:15][CH2:16][CH2:17][CH3:18])[CH:11]=[CH:10][C:9]=1[C:19]1[CH:20]=[CH:21][C:22]([C:25]2[Se:29][C:28]([CH:30]=[CH:1][CH3:2])=[CH:27][CH:26]=2)=[CH:23][CH:24]=1, predict the reactants needed to synthesize it. The reactants are: [CH3:1][C:2](C)([O-])C.[K+].[F:7][C:8]1[C:13]([F:14])=[C:12]([O:15][CH2:16][CH2:17][CH3:18])[CH:11]=[CH:10][C:9]=1[C:19]1[CH:24]=[CH:23][C:22]([C:25]2[Se:29][C:28]([CH:30]=O)=[CH:27][CH:26]=2)=[CH:21][CH:20]=1.O.Cl.